The task is: Predict the reactants needed to synthesize the given product.. This data is from Full USPTO retrosynthesis dataset with 1.9M reactions from patents (1976-2016). (1) Given the product [CH2:26]([N:30]([CH3:49])[C:31]([CH:33]1[CH2:34][CH2:35][N:36]([CH2:39][C:40]2[CH:45]=[CH:44][CH:43]=[C:42]([NH2:46])[CH:41]=2)[CH2:37][CH2:38]1)=[O:32])[CH:27]([CH3:29])[CH3:28], predict the reactants needed to synthesize it. The reactants are: [N+](C1C=C(C=CC=1)C=O)([O-])=O.C(N(C)C(C1CCNCC1)=O)C(C)C.[CH2:26]([N:30]([CH3:49])[C:31]([CH:33]1[CH2:38][CH2:37][N:36]([CH2:39][C:40]2[CH:45]=[CH:44][CH:43]=[C:42]([N+:46]([O-])=O)[CH:41]=2)[CH2:35][CH2:34]1)=[O:32])[CH:27]([CH3:29])[CH3:28]. (2) Given the product [Cl:27][C:8]1[CH:9]=[C:10]([N:11]([CH2:18][C:19]2[CH:24]=[CH:23][C:22]([O:25][CH3:26])=[CH:21][CH:20]=2)[C:12]2[CH:17]=[CH:16][CH:15]=[CH:14][CH:13]=2)[C:5]2[N:6]([C:2]([C:28]#[N:29])=[CH:3][N:4]=2)[N:7]=1, predict the reactants needed to synthesize it. The reactants are: Br[C:2]1[N:6]2[N:7]=[C:8]([Cl:27])[CH:9]=[C:10]([N:11]([CH2:18][C:19]3[CH:24]=[CH:23][C:22]([O:25][CH3:26])=[CH:21][CH:20]=3)[C:12]3[CH:17]=[CH:16][CH:15]=[CH:14][CH:13]=3)[C:5]2=[N:4][CH:3]=1.[CH3:28][N:29](C=O)C. (3) Given the product [CH:15]([C:12]1[N:13]=[C:14]2[C:9](=[CH:10][CH:11]=1)[N:8]=[CH:7][C:6]([C:16]#[N:17])=[C:5]2[O:4][CH:1]([CH3:3])[CH3:2])=[O:18], predict the reactants needed to synthesize it. The reactants are: [CH:1]([O:4][C:5]1[C:14]2[C:9](=[CH:10][CH:11]=[C:12]([CH3:15])[N:13]=2)[N:8]=[CH:7][C:6]=1[C:16]#[N:17])([CH3:3])[CH3:2].[O:18]1CCOCC1. (4) Given the product [CH3:26][O:25][C:24]1[CH:23]=[C:22]([CH:21]=[CH:20][C:19]([NH:6][CH:5]([C:4]([O:3][CH3:2])=[O:18])[CH2:7][C:8]2[C:16]3[C:11](=[CH:12][CH:13]=[C:14]([OH:17])[CH:15]=3)[NH:10][CH:9]=2)=[O:31])[CH:30]=[CH:29][C:27]=1[OH:28], predict the reactants needed to synthesize it. The reactants are: Cl.[CH3:2][O:3][C:4](=[O:18])[C@H:5]([CH2:7][C:8]1[C:16]2[C:11](=[CH:12][CH:13]=[C:14]([OH:17])[CH:15]=2)[NH:10][CH:9]=1)[NH2:6].[C:19](O)(=[O:31])/[CH:20]=[CH:21]/[C:22]1[CH:30]=[CH:29][C:27]([OH:28])=[C:24]([O:25][CH3:26])[CH:23]=1.C(N(CC)CC)C.O.ON1C2C=CC=CC=2N=N1.C(N=C=NCCCN(C)C)C. (5) The reactants are: [CH3:1][O:2][C@H:3]1[CH2:20][C@@:19]2([CH3:21])[C@@H:6]([CH2:7][CH2:8][C@@H:9]3[C@@H:18]2[CH2:17][CH2:16][C@@:14]2([CH3:15])[C@H:10]3[CH2:11][CH2:12][C:13]2=[CH2:22])[CH2:5][C@@H:4]1[OH:23].CCN(C(C)C)C(C)C.[CH3:33][O:34][CH2:35]Cl.C([O-])(O)=O.[Na+]. Given the product [CH3:1][O:2][C@H:3]1[CH2:20][C@@:19]2([CH3:21])[C@@H:6]([CH2:7][CH2:8][C@@H:9]3[C@@H:18]2[CH2:17][CH2:16][C@@:14]2([CH3:15])[C@H:10]3[CH2:11][CH2:12][C:13]2=[CH2:22])[CH2:5][C@@H:4]1[O:23][CH2:33][O:34][CH3:35], predict the reactants needed to synthesize it.